This data is from Full USPTO retrosynthesis dataset with 1.9M reactions from patents (1976-2016). The task is: Predict the reactants needed to synthesize the given product. (1) Given the product [NH2:48][C:19]1[CH:20]=[CH:21][C:22]([F:46])=[C:23]([C@:25]2([CH2:44][F:45])[CH2:30][C@@H:29]([C:31]([F:34])([F:33])[F:32])[O:28][C:27]([NH:35][C:36](=[O:43])[C:37]3[CH:42]=[CH:41][CH:40]=[CH:39][CH:38]=3)=[N:26]2)[CH:24]=1, predict the reactants needed to synthesize it. The reactants are: O=C1O[C@H]([C@H](CO)O)C([O-])=C1O.[Na+].[N-]=[N+]=[N-].[Na+].Br[C:19]1[CH:20]=[CH:21][C:22]([F:46])=[C:23]([C@:25]2([CH2:44][F:45])[CH2:30][C@@H:29]([C:31]([F:34])([F:33])[F:32])[O:28][C:27]([NH:35][C:36](=[O:43])[C:37]3[CH:42]=[CH:41][CH:40]=[CH:39][CH:38]=3)=[N:26]2)[CH:24]=1.C[NH:48][C@@H]1CCCC[C@H]1NC.[BH4-].[Na+]. (2) The reactants are: CCCC[N+](CCCC)(CCCC)CCCC.[F-].[CH2:19]([S:21]([N:24]1[CH2:29][CH2:28][CH:27]([C:30]2[C:38]3[C:33](=[C:34]([C:47]#[N:48])[CH:35]=[C:36]([O:39][C:40]4[CH:45]=[CH:44][C:43]([F:46])=[CH:42][CH:41]=4)[CH:37]=3)[N:32](COCC[Si](C)(C)C)[CH:31]=2)[CH2:26][CH2:25]1)(=[O:23])=[O:22])[CH3:20].CCOC(C)=O.O. Given the product [CH2:19]([S:21]([N:24]1[CH2:29][CH2:28][CH:27]([C:30]2[C:38]3[C:33](=[C:34]([C:47]#[N:48])[CH:35]=[C:36]([O:39][C:40]4[CH:41]=[CH:42][C:43]([F:46])=[CH:44][CH:45]=4)[CH:37]=3)[NH:32][CH:31]=2)[CH2:26][CH2:25]1)(=[O:22])=[O:23])[CH3:20], predict the reactants needed to synthesize it. (3) Given the product [C:23]([O:27][C:28](=[O:29])[NH:30][C@@H:34]([CH3:33])[CH2:35][C:13]1[C:12]2[CH:11]=[C:10]([O:9][CH:6]3[CH2:8][CH2:7]3)[CH:18]=[CH:17][C:16]=2[N:15]2[CH2:19][CH2:20][CH2:21][C:14]=12)([CH3:26])([CH3:25])[CH3:24], predict the reactants needed to synthesize it. The reactants are: C([Li])CCC.[CH:6]1([O:9][C:10]2[CH:18]=[CH:17][C:16]3[N:15]4[CH2:19][CH2:20][CH2:21][C:14]4=[C:13](I)[C:12]=3[CH:11]=2)[CH2:8][CH2:7]1.[C:23]([O:27][C:28]([N:30]1[C@@H:34]([CH3:35])[CH2:33]OS1(=O)=O)=[O:29])([CH3:26])([CH3:25])[CH3:24].C(OCC)(=O)C. (4) Given the product [CH3:16][O:15][N:14]=[C:12]1[CH2:11][C@@H:10]([C:17]2[O:21][N:20]=[C:19]([CH:22]3[CH2:27][CH2:26][NH:25][CH2:24][CH2:23]3)[N:18]=2)[N:9]([C:7]([C:4]2[CH:3]=[CH:2][C:1]([C:35]3[CH:40]=[CH:39][CH:38]=[CH:37][CH:36]=3)=[CH:6][CH:5]=2)=[O:8])[CH2:13]1, predict the reactants needed to synthesize it. The reactants are: [C:1]1([C:35]2[CH:40]=[CH:39][CH:38]=[CH:37][CH:36]=2)[CH:6]=[CH:5][C:4]([C:7]([N:9]2[CH2:13][C:12](=[N:14][O:15][CH3:16])[CH2:11][C@H:10]2[C:17]2[O:21][N:20]=[C:19]([CH:22]3[CH2:27][CH2:26][N:25](C(OC(C)(C)C)=O)[CH2:24][CH2:23]3)[N:18]=2)=[O:8])=[CH:3][CH:2]=1.C(O)(C(F)(F)F)=O.C(Cl)Cl.C(=O)([O-])[O-].[Na+].[Na+]. (5) The reactants are: [CH3:1][O:2][C:3]1[CH:4]=[C:5]([CH:20]=[CH:21][C:22]=1[O:23][CH3:24])[C:6]([N:8]1[C:17]2[C:12](=[CH:13][CH:14]=[CH:15][CH:16]=2)[C@H:11](O)[CH2:10][C@@H:9]1[CH3:19])=[O:7].[CH3:25][C:26]1[CH:27]=[C:28]2[C:33](=[CH:34][CH:35]=1)[NH:32][CH2:31][CH2:30][CH2:29]2. Given the product [CH3:1][O:2][C:3]1[CH:4]=[C:5]([CH:20]=[CH:21][C:22]=1[O:23][CH3:24])[C:6]([N:8]1[C:17]2[C:12](=[CH:13][CH:14]=[CH:15][CH:16]=2)[CH:11]([N:32]2[C:33]3[C:28](=[CH:27][C:26]([CH3:25])=[CH:35][CH:34]=3)[CH2:29][CH2:30][CH2:31]2)[CH2:10][CH:9]1[CH3:19])=[O:7], predict the reactants needed to synthesize it. (6) The reactants are: [ClH:1].Cl.[N:3]1([CH2:9][CH2:10][CH2:11][O:12][C:13]2[CH:26]=[CH:25][C:16]([C:17]([N:19]3[CH2:23][CH2:22][C@H:21]([NH2:24])[CH2:20]3)=[O:18])=[CH:15][CH:14]=2)[CH2:8][CH2:7][CH2:6][CH2:5][CH2:4]1.C(N(CC)CC)C.[C:34]([Cl:42])(=[O:41])[C:35]1[CH:40]=[CH:39][CH:38]=[CH:37][CH:36]=1. Given the product [ClH:42].[ClH:1].[N:3]1([CH2:9][CH2:10][CH2:11][O:12][C:13]2[CH:26]=[CH:25][C:16]([C:17]([N:19]3[CH2:23][CH2:22][C@H:21]([NH:24][C:34](=[O:41])[C:35]4[CH:40]=[CH:39][CH:38]=[CH:37][CH:36]=4)[CH2:20]3)=[O:18])=[CH:15][CH:14]=2)[CH2:8][CH2:7][CH2:6][CH2:5][CH2:4]1, predict the reactants needed to synthesize it.